This data is from Forward reaction prediction with 1.9M reactions from USPTO patents (1976-2016). The task is: Predict the product of the given reaction. (1) Given the reactants [F:1][CH:2]([F:28])[C:3]1[CH:12]=[C:11]2[C:6]([C:7](=[O:19])[N:8]([NH:14][S:15]([CH3:18])(=[O:17])=[O:16])[C:9](=[O:13])[NH:10]2)=[CH:5][C:4]=1[C:20]1[N:21]([CH:25]([CH3:27])[CH3:26])[N:22]=[CH:23][CH:24]=1.[C:29](Cl)(=[O:32])[CH2:30][CH3:31], predict the reaction product. The product is: [F:28][CH:2]([F:1])[C:3]1[CH:12]=[C:11]2[C:6]([C:7](=[O:19])[N:8]([N:14]([C:29](=[O:32])[CH2:30][CH3:31])[S:15]([CH3:18])(=[O:16])=[O:17])[C:9](=[O:13])[NH:10]2)=[CH:5][C:4]=1[C:20]1[N:21]([CH:25]([CH3:26])[CH3:27])[N:22]=[CH:23][CH:24]=1. (2) Given the reactants [OH:1][C:2]1[CH:7]=[C:6]([O:8][CH3:9])[CH:5]=[CH:4][C:3]=1[C:10]([C:12]1[CH:17]=[CH:16][CH:15]=[C:14]([O:18][CH3:19])[CH:13]=1)=O.C(N(CC)CC)C.ClC(OC)=O, predict the reaction product. The product is: [CH3:9][O:8][C:6]1[CH:5]=[CH:4][C:3]([CH2:10][C:12]2[CH:17]=[CH:16][CH:15]=[C:14]([O:18][CH3:19])[CH:13]=2)=[C:2]([OH:1])[CH:7]=1. (3) Given the reactants [Cl:1][C:2]1[CH:3]=[C:4]([NH:9][C:10](=[O:27])[N:11]([CH2:13][C:14]2([C:20]3[CH:25]=[CH:24][C:23]([I:26])=[CH:22][CH:21]=3)[CH2:19][CH2:18][NH:17][CH2:16][CH2:15]2)[CH3:12])[CH:5]=[C:6]([Cl:8])[CH:7]=1.[CH:28]1([CH:31]=O)[CH2:30][CH2:29]1.CC(O)=O.[BH-](OC(C)=O)(OC(C)=O)OC(C)=O.[Na+], predict the reaction product. The product is: [CH:28]1([CH2:31][N:17]2[CH2:18][CH2:19][C:14]([CH2:13][N:11]([CH3:12])[C:10]([NH:9][C:4]3[CH:5]=[C:6]([Cl:8])[CH:7]=[C:2]([Cl:1])[CH:3]=3)=[O:27])([C:20]3[CH:21]=[CH:22][C:23]([I:26])=[CH:24][CH:25]=3)[CH2:15][CH2:16]2)[CH2:30][CH2:29]1. (4) Given the reactants [F:1][C:2]1[CH:3]=[CH:4][C:5]([O:20][CH3:21])=[C:6]([C:8]([CH3:19])([CH3:18])[CH2:9][C:10]([C:14]([F:17])([F:16])[F:15])([OH:13])CO)[CH:7]=1.I([O-])(=O)(=O)=O.[Na+], predict the reaction product. The product is: [F:17][C:14]([F:15])([F:16])[C:10](=[O:13])[CH2:9][C:8]([C:6]1[CH:7]=[C:2]([F:1])[CH:3]=[CH:4][C:5]=1[O:20][CH3:21])([CH3:19])[CH3:18]. (5) Given the reactants [OH:1][C:2]1[C:7]([C:8]([O:10]CC)=[O:9])=[CH:6][N:5]=[C:4]2[CH:13]=[CH:14][S:15][C:3]=12, predict the reaction product. The product is: [O:1]=[C:2]1[C:7]([C:8]([OH:10])=[O:9])=[CH:6][NH:5][C:4]2[CH:13]=[CH:14][S:15][C:3]1=2. (6) Given the reactants [H-].[Na+].[NH:3]1[CH:7]=[CH:6][CH:5]=[N:4]1.[CH:8]([N:21]1[CH2:24][CH:23](OS(C)(=O)=O)[CH2:22]1)([C:15]1[CH:20]=[CH:19][CH:18]=[CH:17][CH:16]=1)[C:9]1[CH:14]=[CH:13][CH:12]=[CH:11][CH:10]=1.C(OCC)(=O)C, predict the reaction product. The product is: [CH:8]([N:21]1[CH2:24][CH:23]([N:3]2[CH:7]=[CH:6][CH:5]=[N:4]2)[CH2:22]1)([C:15]1[CH:16]=[CH:17][CH:18]=[CH:19][CH:20]=1)[C:9]1[CH:10]=[CH:11][CH:12]=[CH:13][CH:14]=1. (7) Given the reactants C(N(CC)CC)C.[CH3:8][N:9]1[C:17]2[C:12](=[CH:13][CH:14]=[CH:15][CH:16]=2)[C:11]([CH:18]=[O:19])=[N:10]1.[CH3:20][O:21][C:22]1[CH:23]=[C:24]([CH:36]=[CH:37][CH:38]=1)[N:25]=[CH:26][C:27]1[CH:35]=[C:30]2[CH:31]=[CH:32][CH:33]=[CH:34][N:29]2[N:28]=1, predict the reaction product. The product is: [CH3:20][O:21][C:22]1[CH:23]=[C:24]([NH:25][CH:26]([C:27]2[CH:35]=[C:30]3[CH:31]=[CH:32][CH:33]=[CH:34][N:29]3[N:28]=2)[C:18]([C:11]2[C:12]3[C:17](=[CH:16][CH:15]=[CH:14][CH:13]=3)[N:9]([CH3:8])[N:10]=2)=[O:19])[CH:36]=[CH:37][CH:38]=1.